From a dataset of Forward reaction prediction with 1.9M reactions from USPTO patents (1976-2016). Predict the product of the given reaction. (1) Given the reactants Br[C:2]1[C:6]([Br:7])=[CH:5][S:4][CH:3]=1.C([Mg]Cl)(C)C.Cl[C:14]([O:16][CH2:17][CH3:18])=[O:15].O, predict the reaction product. The product is: [CH2:17]([O:16][C:14]([C:2]1[C:6]([Br:7])=[CH:5][S:4][CH:3]=1)=[O:15])[CH3:18]. (2) Given the reactants [CH2:1]([O:8][C:9]1[CH:14]=[CH:13][C:12]([CH:15]2[CH2:20][CH2:19][N:18]([CH:21]3[CH2:25][CH2:24][N:23]([CH2:26][C:27]4[CH:32]=[CH:31][C:30]([CH3:33])=[CH:29][CH:28]=4)[C:22]3=[O:34])[CH2:17][CH:16]2O)=[CH:11][CH:10]=1)[C:2]1[CH:7]=[CH:6][CH:5]=[CH:4][CH:3]=1.CCN(S(F)(F)[F:42])CC, predict the reaction product. The product is: [CH2:1]([O:8][C:9]1[CH:14]=[CH:13][C:12]([C@H:15]2[CH2:20][CH2:19][N:18]([CH:21]3[CH2:25][CH2:24][N:23]([CH2:26][C:27]4[CH:32]=[CH:31][C:30]([CH3:33])=[CH:29][CH:28]=4)[C:22]3=[O:34])[CH2:17][C@@H:16]2[F:42])=[CH:11][CH:10]=1)[C:2]1[CH:7]=[CH:6][CH:5]=[CH:4][CH:3]=1.